This data is from Reaction yield outcomes from USPTO patents with 853,638 reactions. The task is: Predict the reaction yield, written as a fraction of the theoretical maximum amount of product (1.0 means a 100% yield; for example, 0.34 means a 34% yield). (1) The reactants are [Br:1][C:2]1[CH:3]=[C:4]([CH:6]=[CH:7][CH:8]=1)[NH2:5].[F:9][C:10]([F:15])([F:14])[CH:11]1[O:13][CH2:12]1. No catalyst specified. The product is [Br:1][C:2]1[CH:3]=[C:4]([NH:5][CH2:12][CH:11]([OH:13])[C:10]([F:15])([F:14])[F:9])[CH:6]=[CH:7][CH:8]=1. The yield is 0.840. (2) The reactants are Cl[C:2]1[C:11]2[C:6](=[CH:7][C:8]([O:14][CH2:15][CH2:16][CH2:17][N:18]3[CH2:23][CH2:22][O:21][CH2:20][CH2:19]3)=[C:9]([O:12][CH3:13])[CH:10]=2)[N:5]=[CH:4][N:3]=1.[NH2:24][C:25]1[CH:26]=[C:27]([NH:32][C:33]([C:35]2[CH:40]=[CH:39][N:38]=[C:37]([N:41]3[CH2:46][CH2:45][O:44][CH2:43][CH2:42]3)[CH:36]=2)=[O:34])[CH:28]=[CH:29][C:30]=1[CH3:31]. No catalyst specified. The product is [CH3:13][O:12][C:9]1[CH:10]=[C:11]2[C:6](=[CH:7][C:8]=1[O:14][CH2:15][CH2:16][CH2:17][N:18]1[CH2:23][CH2:22][O:21][CH2:20][CH2:19]1)[N:5]=[CH:4][N:3]=[C:2]2[NH:24][C:25]1[CH:26]=[C:27]([NH:32][C:33]([C:35]2[CH:40]=[CH:39][N:38]=[C:37]([N:41]3[CH2:46][CH2:45][O:44][CH2:43][CH2:42]3)[CH:36]=2)=[O:34])[CH:28]=[CH:29][C:30]=1[CH3:31]. The yield is 0.580. (3) The reactants are [N:1]1[C:10]2[C:5](=[CH:6][CH:7]=[CH:8][CH:9]=2)[CH:4]=[CH:3][C:2]=1[N:11]1[CH2:14][CH:13]([OH:15])[CH2:12]1.[H-].[Na+].Cl[C:19]1[N:20]=[N:21][C:22]([Cl:34])=[CH:23][C:24]=1[N:25]1[CH2:30][CH2:29][CH:28]([C:31](=[O:33])[CH3:32])[CH2:27][CH2:26]1. The catalyst is CN(C=O)C.O. The product is [Cl:34][C:22]1[N:21]=[N:20][C:19]([O:15][CH:13]2[CH2:12][N:11]([C:2]3[CH:3]=[CH:4][C:5]4[C:10](=[CH:9][CH:8]=[CH:7][CH:6]=4)[N:1]=3)[CH2:14]2)=[C:24]([N:25]2[CH2:30][CH2:29][CH:28]([C:31](=[O:33])[CH3:32])[CH2:27][CH2:26]2)[CH:23]=1. The yield is 0.700. (4) The reactants are Cl[C:2]1[N:3]=[CH:4][C:5]2[N:10]=[C:9]([NH:11]C(=O)OCC)[S:8][C:6]=2[N:7]=1.[CH3:17][O-:18].[Na+].O. The catalyst is CO. The product is [CH3:17][O:18][C:2]1[N:3]=[CH:4][C:5]2[N:10]=[C:9]([NH2:11])[S:8][C:6]=2[N:7]=1. The yield is 0.820. (5) The reactants are [CH2:1]([O:8][C:9]1[CH:14]=[CH:13][C:12]([N:15]2[CH2:19][CH:18]([CH2:20]Cl)[CH2:17][C:16]2=[O:22])=[CH:11][CH:10]=1)[C:2]1[CH:7]=[CH:6][CH:5]=[CH:4][CH:3]=1.[C-:23]#[N:24].[Na+].[I-].[Na+]. The catalyst is CN(C)C=O. The product is [CH2:1]([O:8][C:9]1[CH:14]=[CH:13][C:12]([N:15]2[C:16](=[O:22])[CH2:17][CH:18]([CH2:20][C:23]#[N:24])[CH2:19]2)=[CH:11][CH:10]=1)[C:2]1[CH:7]=[CH:6][CH:5]=[CH:4][CH:3]=1. The yield is 0.370. (6) The reactants are [C:1]1(C)[CH:6]=[C:5](C)[CH:4]=[C:3](C)[C:2]=1[C:9]1[C:28]2NC(=CC=2)[C:9]([C:2]2[C:3](C)=[CH:4][C:5](C)=[CH:6][C:1]=2C)=[C:28]2N=C(C=C2)[C:9]([C:2]2[C:3](C)=[CH:4][C:5](C)=[CH:6][C:1]=2C)=[C:28]2NC(C=C2)=[C:9]([C:2]2[C:3](C)=[CH:4][C:5](C)=[CH:6][C:1]=2C)[C:28]2=NC=1C=C2.[F-:61].FF.OC1O[C@H](CO)[C@H](O)[C@H](O)[C@@H]1O. The catalyst is O[Mn+3].F[Mn+3].[Ag]F. The product is [F:61][CH:9]([C:2]1[CH:3]=[CH:4][CH:5]=[CH:6][CH:1]=1)[CH3:28]. The yield is 0.410. (7) The reactants are [CH:1]([O:4][C:5](=[O:14])[CH:6](I)[O:7][C:8]([S:10][CH2:11][CH3:12])=[O:9])([CH3:3])[CH3:2].[C:15]([OH:23])(=[O:22])[C:16]1[CH:21]=[CH:20][CH:19]=[CH:18][CH:17]=1.CCN(C(C)C)C(C)C. The catalyst is C1COCC1. The product is [CH:1]([O:4][C:5]([CH:6]([O:23][C:15](=[O:22])[C:16]1[CH:21]=[CH:20][CH:19]=[CH:18][CH:17]=1)[O:7][C:8]([S:10][CH2:11][CH3:12])=[O:9])=[O:14])([CH3:3])[CH3:2]. The yield is 0.660. (8) The reactants are [F:1][C:2]1[CH:3]=[CH:4][C:5]([N+:12]([O-])=O)=[C:6]([CH:11]=1)[C:7]([NH:9][CH3:10])=[O:8]. The catalyst is CCO.[Pd]. The product is [NH2:12][C:5]1[CH:4]=[CH:3][C:2]([F:1])=[CH:11][C:6]=1[C:7]([NH:9][CH3:10])=[O:8]. The yield is 1.00. (9) The reactants are C(=O)([O-])[O-].[K+].[K+].[CH2:7](Br)[CH:8]=[CH2:9].[CH:11]([C:13]1[CH:18]=[CH:17][C:16]([O:19][S:20]([C:23]([F:26])([F:25])[F:24])(=[O:22])=[O:21])=[CH:15][C:14]=1[OH:27])=[O:12]. The catalyst is CC(C)=O. The product is [CH2:7]([O:27][C:14]1[CH:15]=[C:16]([O:19][S:20]([C:23]([F:26])([F:24])[F:25])(=[O:22])=[O:21])[CH:17]=[CH:18][C:13]=1[CH:11]=[O:12])[CH:8]=[CH2:9]. The yield is 0.730. (10) The reactants are [Cl:1][C:2]1[CH:14]=[C:13]([CH3:15])[C:12]2[C:11]3[C:6](=[CH:7][CH:8]=[CH:9][CH:10]=3)[NH:5][C:4]=2[CH:3]=1.[H-].[Na+].Br[CH2:19][CH:20]([CH3:22])[CH3:21]. The yield is 0.800. The catalyst is CN(C=O)C. The product is [Cl:1][C:2]1[CH:14]=[C:13]([CH3:15])[C:12]2[C:11]3[C:6](=[CH:7][CH:8]=[CH:9][CH:10]=3)[N:5]([CH2:19][CH:20]([CH3:22])[CH3:21])[C:4]=2[CH:3]=1.